The task is: Predict the product of the given reaction.. This data is from Forward reaction prediction with 1.9M reactions from USPTO patents (1976-2016). (1) Given the reactants [O:1]=[C:2]1[N:6]([CH:7]2[CH2:12][CH2:11][NH:10][CH2:9][CH2:8]2)[C:5]2[CH:13]=[CH:14][CH:15]=[CH:16][C:4]=2[NH:3]1.[CH2:17]([N:24]([CH2:35][C:36]1[CH:41]=[CH:40][CH:39]=[CH:38][CH:37]=1)[C@@H:25]([CH2:28][C:29]1[CH:34]=[CH:33][CH:32]=[CH:31][CH:30]=1)[CH2:26]Br)[C:18]1[CH:23]=[CH:22][CH:21]=[CH:20][CH:19]=1, predict the reaction product. The product is: [CH2:35]([N:24]([CH2:17][C:18]1[CH:19]=[CH:20][CH:21]=[CH:22][CH:23]=1)[C@@H:25]([CH2:28][C:29]1[CH:30]=[CH:31][CH:32]=[CH:33][CH:34]=1)[CH2:26][N:10]1[CH2:9][CH2:8][CH:7]([N:6]2[C:5]3[CH:13]=[CH:14][CH:15]=[CH:16][C:4]=3[NH:3][C:2]2=[O:1])[CH2:12][CH2:11]1)[C:36]1[CH:37]=[CH:38][CH:39]=[CH:40][CH:41]=1. (2) The product is: [CH3:1][C:2]1[NH:7][C:6](=[O:8])[NH:5][C:4](=[O:9])[C:3]=1[CH2:10][C:11]([O:13][CH3:18])=[O:12]. Given the reactants [CH3:1][C:2]1[NH:7][C:6](=[O:8])[NH:5][C:4](=[O:9])[C:3]=1[CH2:10][C:11]([OH:13])=[O:12].S(Cl)(Cl)=O.[CH3:18]O, predict the reaction product. (3) Given the reactants [O:1]1[C:5]2[CH:6]=[CH:7][C:8]([C:10](=[O:12])[CH3:11])=[CH:9][C:4]=2[O:3][CH2:2]1.[BH4-].[Na+].CC(=O)OCC, predict the reaction product. The product is: [O:1]1[C:5]2[CH:6]=[CH:7][C:8]([CH:10]([OH:12])[CH3:11])=[CH:9][C:4]=2[O:3][CH2:2]1.